This data is from Peptide-MHC class II binding affinity with 134,281 pairs from IEDB. The task is: Regression. Given a peptide amino acid sequence and an MHC pseudo amino acid sequence, predict their binding affinity value. This is MHC class II binding data. (1) The peptide sequence is LSPISNMVSMANNHV. The MHC is DRB1_1001 with pseudo-sequence DRB1_1001. The binding affinity (normalized) is 0.613. (2) The peptide sequence is EDFREFSRAKGLNQEI. The MHC is DRB1_1101 with pseudo-sequence DRB1_1101. The binding affinity (normalized) is 0.763. (3) The peptide sequence is SVGSLGRYKDEKDVT. The MHC is DRB5_0101 with pseudo-sequence DRB5_0101. The binding affinity (normalized) is 0.541. (4) The binding affinity (normalized) is 0.196. The MHC is HLA-DQA10401-DQB10402 with pseudo-sequence HLA-DQA10401-DQB10402. The peptide sequence is QQLLFIHFRIGCRHSRIG. (5) The peptide sequence is SHIQSAVVCGRRHGV. The MHC is DRB1_0401 with pseudo-sequence DRB1_0401. The binding affinity (normalized) is 0.161.